Dataset: Catalyst prediction with 721,799 reactions and 888 catalyst types from USPTO. Task: Predict which catalyst facilitates the given reaction. (1) Reactant: COP([CH2:7][C:8]([O:10][C:11]([CH3:14])([CH3:13])[CH3:12])=[O:9])(OC)=O.[H-].[Na+].[CH3:17][C:18]1[CH:27]=[C:26]([CH2:28][O:29][C:30]2[CH:35]=[CH:34][C:33]([C:36]3[CH2:40][CH:39]([CH:41]=O)[O:38][N:37]=3)=[CH:32][CH:31]=2)[C:25]2[C:20](=[CH:21][CH:22]=[CH:23][CH:24]=2)[N:19]=1. Product: [C:11]([O:10][C:8](=[O:9])[CH:7]=[CH:41][CH:39]1[O:38][N:37]=[C:36]([C:33]2[CH:34]=[CH:35][C:30]([O:29][CH2:28][C:26]3[C:25]4[C:20](=[CH:21][CH:22]=[CH:23][CH:24]=4)[N:19]=[C:18]([CH3:17])[CH:27]=3)=[CH:31][CH:32]=2)[CH2:40]1)([CH3:12])([CH3:13])[CH3:14]. The catalyst class is: 3. (2) Reactant: C([O:3][C:4](=[O:30])[C:5]1[CH:10]=[CH:9][CH:8]=[C:7]([CH:11]2[CH2:16][CH2:15][CH2:14][CH:13]([NH:17][C@@H:18]([C:20]3[C:29]4[C:24](=[CH:25][CH:26]=[CH:27][CH:28]=4)[CH:23]=[CH:22][CH:21]=3)[CH3:19])[CH2:12]2)[CH:6]=1)C.[OH-].[Na+]. Product: [C:20]1([C@H:18]([NH:17][CH:13]2[CH2:14][CH2:15][CH2:16][CH:11]([C:7]3[CH:6]=[C:5]([CH:10]=[CH:9][CH:8]=3)[C:4]([OH:30])=[O:3])[CH2:12]2)[CH3:19])[C:29]2[C:24](=[CH:25][CH:26]=[CH:27][CH:28]=2)[CH:23]=[CH:22][CH:21]=1. The catalyst class is: 5. (3) Reactant: C1N=CN(C(N2C=NC=C2)=O)C=1.[C:13]1([S:19]([CH2:22][CH2:23][S:24][C:25]2[N:33]=[CH:32][CH:31]=[CH:30][C:26]=2[C:27]([OH:29])=O)(=[O:21])=[O:20])[CH:18]=[CH:17][CH:16]=[CH:15][CH:14]=1.[CH2:34]([NH:41][CH3:42])[C:35]1[CH:40]=[CH:39][CH:38]=[CH:37][CH:36]=1. Product: [CH2:34]([N:41]([CH3:42])[C:27](=[O:29])[C:26]1[CH:30]=[CH:31][CH:32]=[N:33][C:25]=1[S:24][CH2:23][CH2:22][S:19]([C:13]1[CH:14]=[CH:15][CH:16]=[CH:17][CH:18]=1)(=[O:20])=[O:21])[C:35]1[CH:40]=[CH:39][CH:38]=[CH:37][CH:36]=1. The catalyst class is: 2. (4) Reactant: [NH2:1][C:2]1[C:6]([NH2:7])=[CH:5][S:4][CH:3]=1.C1(N)C(F)=C(F)C(F)=C(N)C=1F.Cl.Cl.[C:22](N1C=CN=C1)(N1C=CN=C1)=[O:23]. Product: [NH:1]1[C:2]2=[CH:3][S:4][CH:5]=[C:6]2[NH:7][C:22]1=[O:23]. The catalyst class is: 277.